Predict the product of the given reaction. From a dataset of Forward reaction prediction with 1.9M reactions from USPTO patents (1976-2016). (1) Given the reactants Br[C:2]1[C:3](=[O:32])[N:4]([CH2:24][CH2:25][C:26]2[CH:31]=[CH:30][CH:29]=[CH:28][CH:27]=2)[C:5]([C:9]2[CH:14]=[CH:13][CH:12]=[C:11](F)[C:10]=2[O:16]CC2C=CC=CC=2)=[N:6][C:7]=1[CH3:8].[F-].[Cs+].[CH3:35][C:36]1[N:37]=[C:38]([Sn](CCCC)(CCCC)CCCC)[S:39][C:40]=1[CH3:41].O1CCOC[CH2:56]1, predict the reaction product. The product is: [CH2:56]1[C:27]2[C:26](=[CH:31][CH:30]=[CH:29][CH:28]=2)[CH2:25][CH:24]1[N:4]1[C:3](=[O:32])[C:2]([C:38]2[S:39][C:40]([CH3:41])=[C:36]([CH3:35])[N:37]=2)=[C:7]([CH3:8])[N:6]=[C:5]1[C:9]1[CH:14]=[CH:13][CH:12]=[CH:11][C:10]=1[OH:16]. (2) Given the reactants C([O:5][CH2:6][C:7]1[CH:23]=[CH:22][CH:21]=[CH:20][C:8]=1[CH2:9][C:10]1[CH:19]=[CH:18][C:13]([C:14]([O:16][CH3:17])=[O:15])=[CH:12][CH:11]=1)(C)(C)C.FC(F)(F)S(O[Si](C)(C)C)(=O)=O.C(=O)([O-])O.[Na+], predict the reaction product. The product is: [OH:5][CH2:6][C:7]1[CH:23]=[CH:22][CH:21]=[CH:20][C:8]=1[CH2:9][C:10]1[CH:19]=[CH:18][C:13]([C:14]([O:16][CH3:17])=[O:15])=[CH:12][CH:11]=1. (3) Given the reactants [CH2:1]([O:3][C:4]([C:6]1[CH:7]=[C:8]2[N:13]([CH:14]=1)[CH:12]=[CH:11][C:10]([CH2:15][OH:16])=[CH:9]2)=[O:5])[CH3:2].Br[C:18]1[CH:23]=[CH:22][C:21]([Cl:24])=[CH:20][CH:19]=1, predict the reaction product. The product is: [CH2:1]([O:3][C:4]([C:6]1[CH:7]=[C:8]2[N:13]([C:14]=1[C:18]1[CH:23]=[CH:22][C:21]([Cl:24])=[CH:20][CH:19]=1)[CH:12]=[CH:11][C:10]([CH2:15][OH:16])=[CH:9]2)=[O:5])[CH3:2]. (4) The product is: [Cl:22][C:17]1[CH:16]=[C:15]([NH:14][C:5]2[C:4]3[C:9](=[CH:10][C:11]([O:12][CH3:13])=[C:2]([NH:1][C:31](=[O:42])[CH:32]([P:34](=[O:41])([O:38][CH2:39][CH3:40])[O:35][CH2:36][CH3:37])[F:33])[CH:3]=3)[N:8]=[CH:7][N:6]=2)[CH:20]=[CH:19][C:18]=1[F:21]. Given the reactants [NH2:1][C:2]1[CH:3]=[C:4]2[C:9](=[CH:10][C:11]=1[O:12][CH3:13])[N:8]=[CH:7][N:6]=[C:5]2[NH:14][C:15]1[CH:20]=[CH:19][C:18]([F:21])=[C:17]([Cl:22])[CH:16]=1.C(N(CC)CC)C.Cl[C:31](=[O:42])[CH:32]([P:34](=[O:41])([O:38][CH2:39][CH3:40])[O:35][CH2:36][CH3:37])[F:33], predict the reaction product. (5) Given the reactants [C:1]([O:5][C:6]([N:8]([CH2:20][CH:21]1[CH2:23][CH2:22]1)[C@@H:9]1[CH2:11][C@H:10]1[C:12]1[S:16][C:15]([C:17](O)=[O:18])=[CH:14][CH:13]=1)=[O:7])([CH3:4])([CH3:3])[CH3:2].Cl.[F:25][C:26]1([F:33])[CH2:31][CH2:30][CH:29]([NH2:32])[CH2:28][CH2:27]1.C(N(CC)CC)C.F[P-](F)(F)(F)(F)F.N1(OC(N(C)C)=[N+](C)C)C2N=CC=CC=2N=N1, predict the reaction product. The product is: [C:1]([O:5][C:6](=[O:7])[N:8]([CH2:20][CH:21]1[CH2:23][CH2:22]1)[C@@H:9]1[CH2:11][C@H:10]1[C:12]1[S:16][C:15]([C:17](=[O:18])[NH:32][CH:29]2[CH2:30][CH2:31][C:26]([F:33])([F:25])[CH2:27][CH2:28]2)=[CH:14][CH:13]=1)([CH3:4])([CH3:2])[CH3:3].